This data is from Reaction yield outcomes from USPTO patents with 853,638 reactions. The task is: Predict the reaction yield, written as a fraction of the theoretical maximum amount of product (1.0 means a 100% yield; for example, 0.34 means a 34% yield). (1) The reactants are [NH2:1][C:2]1[N:6]([CH2:7][CH2:8][CH2:9][N:10]([CH2:13][CH3:14])[CH2:11][CH3:12])[C:5]([SH:15])=[N:4][C:3]=1[C:16]([NH2:18])=[O:17].Br[C:20]1[C:28]([S:29][CH3:30])=[CH:27][C:23]2[O:24][CH2:25][O:26][C:22]=2[CH:21]=1. The catalyst is CCOCC. The product is [NH2:1][C:2]1[N:6]([CH2:7][CH2:8][CH2:9][N:10]([CH2:13][CH3:14])[CH2:11][CH3:12])[C:5]([S:15][C:20]2[C:28]([S:29][CH3:30])=[CH:27][C:23]3[O:24][CH2:25][O:26][C:22]=3[CH:21]=2)=[N:4][C:3]=1[C:16]([NH2:18])=[O:17]. The yield is 0.220. (2) The catalyst is CCO.[Pd]. The product is [F:1][C:2]1[C:3]([NH:13][C:14]2[CH:19]=[CH:18][C:17]([CH2:20][CH2:21][CH2:22][OH:23])=[CH:16][C:15]=2[F:24])=[C:4]([CH:9]=[CH:10][C:11]=1[F:12])[C:5]([O:7][CH3:8])=[O:6]. The reactants are [F:1][C:2]1[C:3]([NH:13][C:14]2[CH:19]=[CH:18][C:17]([C:20]#[C:21][CH2:22][OH:23])=[CH:16][C:15]=2[F:24])=[C:4]([CH:9]=[CH:10][C:11]=1[F:12])[C:5]([O:7][CH3:8])=[O:6]. The yield is 0.930. (3) The reactants are CS(O[CH2:6][CH2:7][CH2:8][S:9]([C:12]1[CH:17]=[CH:16][CH:15]=[C:14]([O:18][C:19]2[CH:24]=[CH:23][C:22]([Cl:25])=[C:21]([C:26]3[C:35]([CH3:36])=[N:34][C:33]4[C:28](=[CH:29][CH:30]=[CH:31][C:32]=4[C:37]([F:40])([F:39])[F:38])[N:27]=3)[CH:20]=2)[CH:13]=1)(=[O:11])=[O:10])(=O)=O.[F-:41].[K+]. The catalyst is CN(C=O)C. The product is [Cl:25][C:22]1[CH:23]=[CH:24][C:19]([O:18][C:14]2[CH:15]=[CH:16][CH:17]=[C:12]([S:9]([CH2:8][CH2:7][CH2:6][F:41])(=[O:11])=[O:10])[CH:13]=2)=[CH:20][C:21]=1[C:26]1[C:35]([CH3:36])=[N:34][C:33]2[C:28](=[CH:29][CH:30]=[CH:31][C:32]=2[C:37]([F:38])([F:40])[F:39])[N:27]=1. The yield is 0.260. (4) The reactants are [SH:1][CH2:2][CH2:3][N:4]([CH2:14][CH2:15][C:16]1[CH:21]=[CH:20][CH:19]=[CH:18][CH:17]=1)[C:5](=[O:13])[NH:6][C@H:7]1[CH2:12][CH2:11][O:10][C:8]1=[O:9].[OH-:22].[Li+]. The catalyst is CO. The product is [OH:10][CH2:11][CH2:12][C@H:7]([NH:6][C:5]([N:4]([CH2:3][CH2:2][SH:1])[CH2:14][CH2:15][C:16]1[CH:21]=[CH:20][CH:19]=[CH:18][CH:17]=1)=[O:13])[C:8]([OH:22])=[O:9]. The yield is 0.480. (5) The reactants are C(=O)(O)[O-].[Na+].[N+:6]([C:9]1[CH:14]=[CH:13][C:12]([CH:15]2[O:19][CH2:18][CH2:17][O:16]2)=[CH:11][CH:10]=1)([O-])=O. The catalyst is CCO.[Pt](=O)=O. The product is [O:16]1[CH2:17][CH2:18][O:19][CH:15]1[C:12]1[CH:13]=[CH:14][C:9]([NH2:6])=[CH:10][CH:11]=1. The yield is 0.960. (6) The reactants are [NH2:1][C:2]1[C:10]([C:11]([OH:13])=[O:12])=[C:9]2[C:5]([CH:6]=[N:7][NH:8]2)=[CH:4][C:3]=1[Cl:14].[Cl:15][C:16]1[CH:17]=[C:18]([C:28](O)=O)[N:19]([C:21]2[C:26]([Cl:27])=[CH:25][CH:24]=[CH:23][N:22]=2)[N:20]=1.N1C=CC=CC=1.CS(Cl)(=O)=O. The catalyst is C(#N)C. The product is [Cl:14][C:3]1[CH:4]=[C:5]2[CH:6]=[N:7][NH:8][C:9]2=[C:10]2[C:2]=1[N:1]=[C:28]([C:18]1[N:19]([C:21]3[C:26]([Cl:27])=[CH:25][CH:24]=[CH:23][N:22]=3)[N:20]=[C:16]([Cl:15])[CH:17]=1)[O:12][C:11]2=[O:13]. The yield is 0.390. (7) The reactants are [Br:1]Br.[NH2:3][C:4]1[N:13]=[CH:12][CH:11]=[CH:10][C:5]=1[C:6]([O:8][CH3:9])=[O:7]. The catalyst is CC(O)=O. The product is [NH2:3][C:4]1[N:13]=[CH:12][C:11]([Br:1])=[CH:10][C:5]=1[C:6]([O:8][CH3:9])=[O:7]. The yield is 0.980. (8) The reactants are [CH3:1][O:2][C:3]1[CH:4]=[C:5]([CH2:30][C:31]([O:33][CH2:34][CH3:35])=[O:32])[CH:6]=[CH:7][C:8]=1[O:9][CH2:10][CH2:11][O:12][CH2:13][CH2:14][O:15][CH2:16][CH2:17][O:18][CH2:19][CH2:20][CH2:21][CH2:22][CH2:23][CH2:24][CH2:25][CH2:26][CH2:27][CH:28]=[CH2:29].[C:36]([OH:39])(=[S:38])[CH3:37]. The catalyst is CO.CC(N=NC(C#N)(C)C)(C#N)C. The product is [CH3:1][O:2][C:3]1[CH:4]=[C:5]([CH2:30][C:31]([O:33][CH2:34][CH3:35])=[O:32])[CH:6]=[CH:7][C:8]=1[O:9][CH2:10][CH2:11][O:12][CH2:13][CH2:14][O:15][CH2:16][CH2:17][O:18][CH2:19][CH2:20][CH2:21][CH2:22][CH2:23][CH2:24][CH2:25][CH2:26][CH2:27][CH2:28][CH2:29][S:38][C:36](=[O:39])[CH3:37]. The yield is 0.780.